Predict the reactants needed to synthesize the given product. From a dataset of Full USPTO retrosynthesis dataset with 1.9M reactions from patents (1976-2016). Given the product [CH2:1]([NH:8][C:9]1[CH:14]=[C:13]([NH:20][C:21]2[CH:26]=[CH:25][CH:24]=[CH:23][CH:22]=2)[N:12]=[CH:11][C:10]=1[CH2:16][C:17]([NH2:19])=[O:18])[C:2]1[CH:7]=[CH:6][CH:5]=[CH:4][CH:3]=1, predict the reactants needed to synthesize it. The reactants are: [CH2:1]([NH:8][C:9]1[CH:14]=[C:13](Cl)[N:12]=[CH:11][C:10]=1[CH2:16][C:17]([NH2:19])=[O:18])[C:2]1[CH:7]=[CH:6][CH:5]=[CH:4][CH:3]=1.[NH2:20][C:21]1[CH:26]=[CH:25][CH:24]=[CH:23][CH:22]=1.CS(O)(=O)=O.